Predict the product of the given reaction. From a dataset of Forward reaction prediction with 1.9M reactions from USPTO patents (1976-2016). (1) Given the reactants [BH4-].[Na+].[O:3]=[C:4]([C:30]1[CH:35]=[CH:34][C:33]([O:36][C:37]2[CH:42]=[CH:41][CH:40]=[CH:39][CH:38]=2)=[CH:32][N:31]=1)[CH:5]([CH2:16][C:17]1[CH:22]=[CH:21][CH:20]=[C:19]([O:23][C:24]([F:29])([F:28])[CH:25]([F:27])[F:26])[CH:18]=1)[C:6]([O:8][CH2:9][C:10]1[CH:15]=[CH:14][CH:13]=[CH:12][CH:11]=1)=[O:7].Cl.C(=O)([O-])O.[Na+], predict the reaction product. The product is: [OH:3][CH:4]([C:30]1[CH:35]=[CH:34][C:33]([O:36][C:37]2[CH:42]=[CH:41][CH:40]=[CH:39][CH:38]=2)=[CH:32][N:31]=1)[CH:5]([CH2:16][C:17]1[CH:22]=[CH:21][CH:20]=[C:19]([O:23][C:24]([F:29])([F:28])[CH:25]([F:27])[F:26])[CH:18]=1)[C:6]([O:8][CH2:9][C:10]1[CH:15]=[CH:14][CH:13]=[CH:12][CH:11]=1)=[O:7]. (2) Given the reactants [N:1]1[C:10]2[CH:9]([NH:11][CH2:12][CH2:13][CH2:14][CH2:15][N:16]3[C:24](=[O:25])[C:23]4[C:18](=[CH:19][CH:20]=[CH:21][CH:22]=4)[C:17]3=[O:26])[CH2:8][CH2:7][CH2:6][C:5]=2[CH:4]=[CH:3][CH:2]=1.C(O[BH-](O[C:37](=O)[CH3:38])OC(=O)C)(=O)C.[Na+], predict the reaction product. The product is: [CH2:2]([N:1]1[CH:10]=[C:9]([CH3:8])[N:11]=[C:37]1[CH2:38][N:11]([CH:9]1[C:10]2[N:1]=[CH:2][CH:3]=[CH:4][C:5]=2[CH2:6][CH2:7][CH2:8]1)[CH2:12][CH2:13][CH2:14][CH2:15][N:16]1[C:24](=[O:25])[C:23]2[C:18](=[CH:19][CH:20]=[CH:21][CH:22]=2)[C:17]1=[O:26])[CH:3]=[CH2:4].